This data is from Full USPTO retrosynthesis dataset with 1.9M reactions from patents (1976-2016). The task is: Predict the reactants needed to synthesize the given product. (1) Given the product [F:35][C:29]1[CH:30]=[CH:31][CH:32]=[C:33]([F:34])[C:28]=1[S:25]([NH:24][C:20]1[CH:21]=[CH:22][CH:23]=[C:18]([C:9]2[N:10]=[C:11]([N:13]3[CH2:17][CH2:16][CH2:15][CH2:14]3)[S:12][C:8]=2[C:6]2[CH:5]=[CH:4][N:3]=[C:2]([NH:36][C@H:37]3[CH2:42][CH2:41][C@H:40]([NH:43][S:44]([CH3:47])(=[O:46])=[O:45])[CH2:39][CH2:38]3)[N:7]=2)[CH:19]=1)(=[O:27])=[O:26], predict the reactants needed to synthesize it. The reactants are: Cl[C:2]1[N:7]=[C:6]([C:8]2[S:12][C:11]([N:13]3[CH2:17][CH2:16][CH2:15][CH2:14]3)=[N:10][C:9]=2[C:18]2[CH:19]=[C:20]([NH:24][S:25]([C:28]3[C:33]([F:34])=[CH:32][CH:31]=[CH:30][C:29]=3[F:35])(=[O:27])=[O:26])[CH:21]=[CH:22][CH:23]=2)[CH:5]=[CH:4][N:3]=1.[NH2:36][CH:37]1[CH2:42][CH2:41][CH:40]([NH:43][S:44]([CH3:47])(=[O:46])=[O:45])[CH2:39][CH2:38]1. (2) The reactants are: [CH3:1][C:2]1[N:7]=[C:6]([NH:8][CH3:9])[N:5]=[C:4]([NH:10][CH:11]2[CH2:16][CH2:15][CH2:14][CH:13]([C:17]([OH:19])=O)[CH2:12]2)[N:3]=1.C(N(C(C)C)CC)(C)C.[Br:29][C:30]1[CH:35]=[CH:34][C:33]([CH2:36][NH2:37])=[C:32]([Cl:38])[CH:31]=1.F[P-](F)(F)(F)(F)F.N1(O[P+](N(C)C)(N(C)C)N(C)C)C2C=CC=CC=2N=N1.C([O-])(O)=O.[Na+]. Given the product [Br:29][C:30]1[CH:35]=[CH:34][C:33]([CH2:36][NH:37][C:17]([CH:13]2[CH2:14][CH2:15][CH2:16][CH:11]([NH:10][C:4]3[N:3]=[C:2]([CH3:1])[N:7]=[C:6]([NH:8][CH3:9])[N:5]=3)[CH2:12]2)=[O:19])=[C:32]([Cl:38])[CH:31]=1, predict the reactants needed to synthesize it. (3) Given the product [O:8]1[CH2:9][CH2:10][N:5]([CH2:4][CH2:3][CH2:2][N:17]2[CH2:16][CH2:15][N:14]([C:20]([O:22][C:23]([CH3:26])([CH3:25])[CH3:24])=[O:21])[CH2:19][CH2:18]2)[CH2:6][CH2:7]1, predict the reactants needed to synthesize it. The reactants are: Br[CH2:2][CH2:3][CH2:4][N:5]1[CH2:10][CH2:9][O:8][CH2:7][CH2:6]1.C(#N)C.[N:14]1([C:20]([O:22][C:23]([CH3:26])([CH3:25])[CH3:24])=[O:21])[CH2:19][CH2:18][NH:17][CH2:16][CH2:15]1.